Dataset: NCI-60 drug combinations with 297,098 pairs across 59 cell lines. Task: Regression. Given two drug SMILES strings and cell line genomic features, predict the synergy score measuring deviation from expected non-interaction effect. (1) Drug 1: C1=CC(=CC=C1CCCC(=O)O)N(CCCl)CCCl. Drug 2: C1CC(C1)(C(=O)O)C(=O)O.[NH2-].[NH2-].[Pt+2]. Cell line: UACC62. Synergy scores: CSS=44.7, Synergy_ZIP=-14.7, Synergy_Bliss=-6.71, Synergy_Loewe=-2.95, Synergy_HSA=-1.34. (2) Cell line: HOP-92. Drug 1: C1CCN(CC1)CCOC2=CC=C(C=C2)C(=O)C3=C(SC4=C3C=CC(=C4)O)C5=CC=C(C=C5)O. Synergy scores: CSS=59.6, Synergy_ZIP=9.33, Synergy_Bliss=8.89, Synergy_Loewe=9.66, Synergy_HSA=10.6. Drug 2: CC1C(C(CC(O1)OC2CC(CC3=C2C(=C4C(=C3O)C(=O)C5=C(C4=O)C(=CC=C5)OC)O)(C(=O)CO)O)N)O.Cl. (3) Drug 1: C1=CN(C(=O)N=C1N)C2C(C(C(O2)CO)O)O.Cl. Drug 2: CCC1(C2=C(COC1=O)C(=O)N3CC4=CC5=C(C=CC(=C5CN(C)C)O)N=C4C3=C2)O.Cl. Cell line: SK-MEL-28. Synergy scores: CSS=43.7, Synergy_ZIP=-9.80, Synergy_Bliss=-4.77, Synergy_Loewe=-1.89, Synergy_HSA=0.371. (4) Drug 1: CNC(=O)C1=CC=CC=C1SC2=CC3=C(C=C2)C(=NN3)C=CC4=CC=CC=N4. Drug 2: C1=CC(=CC=C1CC(C(=O)O)N)N(CCCl)CCCl.Cl. Cell line: A549. Synergy scores: CSS=24.5, Synergy_ZIP=-8.37, Synergy_Bliss=3.42, Synergy_Loewe=-0.730, Synergy_HSA=2.74. (5) Drug 1: CCCS(=O)(=O)NC1=C(C(=C(C=C1)F)C(=O)C2=CNC3=C2C=C(C=N3)C4=CC=C(C=C4)Cl)F. Drug 2: CC12CCC3C(C1CCC2OP(=O)(O)O)CCC4=C3C=CC(=C4)OC(=O)N(CCCl)CCCl.[Na+]. Cell line: SN12C. Synergy scores: CSS=-3.61, Synergy_ZIP=-1.15, Synergy_Bliss=-5.84, Synergy_Loewe=-7.85, Synergy_HSA=-7.80. (6) Drug 1: C1=CC(=CC=C1CC(C(=O)O)N)N(CCCl)CCCl.Cl. Drug 2: C(CC(=O)O)C(=O)CN.Cl. Cell line: DU-145. Synergy scores: CSS=4.57, Synergy_ZIP=-4.62, Synergy_Bliss=-6.29, Synergy_Loewe=-8.70, Synergy_HSA=-8.38. (7) Drug 1: C1CN1P(=S)(N2CC2)N3CC3. Drug 2: CC1CCC2CC(C(=CC=CC=CC(CC(C(=O)C(C(C(=CC(C(=O)CC(OC(=O)C3CCCCN3C(=O)C(=O)C1(O2)O)C(C)CC4CCC(C(C4)OC)OCCO)C)C)O)OC)C)C)C)OC. Cell line: SW-620. Synergy scores: CSS=14.2, Synergy_ZIP=-3.57, Synergy_Bliss=-0.639, Synergy_Loewe=-2.27, Synergy_HSA=-2.18. (8) Drug 1: C1=CC(=C2C(=C1NCCNCCO)C(=O)C3=C(C=CC(=C3C2=O)O)O)NCCNCCO. Drug 2: CC1CCC2CC(C(=CC=CC=CC(CC(C(=O)C(C(C(=CC(C(=O)CC(OC(=O)C3CCCCN3C(=O)C(=O)C1(O2)O)C(C)CC4CCC(C(C4)OC)OCCO)C)C)O)OC)C)C)C)OC. Cell line: MALME-3M. Synergy scores: CSS=38.2, Synergy_ZIP=-3.64, Synergy_Bliss=0.495, Synergy_Loewe=5.31, Synergy_HSA=7.38. (9) Drug 1: C(=O)(N)NO. Drug 2: CCCCCOC(=O)NC1=NC(=O)N(C=C1F)C2C(C(C(O2)C)O)O. Cell line: DU-145. Synergy scores: CSS=7.71, Synergy_ZIP=3.23, Synergy_Bliss=15.6, Synergy_Loewe=1.56, Synergy_HSA=5.66. (10) Drug 1: CS(=O)(=O)C1=CC(=C(C=C1)C(=O)NC2=CC(=C(C=C2)Cl)C3=CC=CC=N3)Cl. Drug 2: C1=CN(C(=O)N=C1N)C2C(C(C(O2)CO)O)O.Cl. Cell line: 786-0. Synergy scores: CSS=34.7, Synergy_ZIP=0.788, Synergy_Bliss=7.55, Synergy_Loewe=-5.07, Synergy_HSA=9.84.